Dataset: Forward reaction prediction with 1.9M reactions from USPTO patents (1976-2016). Task: Predict the product of the given reaction. (1) Given the reactants C([O:3][C:4]([C:6]1[C:10]([N+:11]([O-:13])=[O:12])=[CH:9][N:8]([CH2:14][C:15]2[CH:20]=[CH:19][C:18]([O:21][CH3:22])=[CH:17][CH:16]=2)[N:7]=1)=[O:5])C, predict the reaction product. The product is: [CH3:22][O:21][C:18]1[CH:17]=[CH:16][C:15]([CH2:14][N:8]2[CH:9]=[C:10]([N+:11]([O-:13])=[O:12])[C:6]([C:4]([OH:5])=[O:3])=[N:7]2)=[CH:20][CH:19]=1. (2) Given the reactants [Br:1][C:2]1[CH:10]=[C:9]2[C:5]([C:6]([CH3:13])([CH3:12])[C:7](=[O:11])[NH:8]2)=[CH:4][CH:3]=1.Br[CH2:15][CH:16]1[CH2:19][CH2:18][CH2:17]1.C(=O)([O-])[O-].[Cs+].[Cs+].Cl, predict the reaction product. The product is: [Br:1][C:2]1[CH:10]=[C:9]2[C:5]([C:6]([CH3:13])([CH3:12])[C:7](=[O:11])[N:8]2[CH2:15][CH:16]2[CH2:19][CH2:18][CH2:17]2)=[CH:4][CH:3]=1. (3) Given the reactants [Br:1][C:2]1[S:3][CH:4]=[CH:5][CH:6]=1.Cl[C:8](=[O:14])[C:9]([O:11][CH2:12][CH3:13])=[O:10].[Cl-].[Cl-].[Cl-].[Al+3], predict the reaction product. The product is: [Br:1][C:2]1[S:3][C:4]([C:8](=[O:14])[C:9]([O:11][CH2:12][CH3:13])=[O:10])=[CH:5][CH:6]=1. (4) Given the reactants [C:1]([O:4][C@H:5]1[CH2:10][CH2:9][C@@:8]([C@H:12]2[CH2:20][CH2:19][C@@:18]3([CH3:21])[C@@H:14]([CH2:15][CH2:16][C@:17]3([C:23]3[O:24][CH:25]=[CH:26][CH:27]=3)[OH:22])[C@@H:13]2[CH2:28][OH:29])([CH3:11])[C@@H:7]([CH2:30][OH:31])[CH2:6]1)(=[O:3])[CH3:2].[CH3:32][C:33](OC(C)=O)=[O:34], predict the reaction product. The product is: [C:33]([O:31][CH2:30][C@H:7]1[CH2:6][C@@H:5]([O:4][C:1](=[O:3])[CH3:2])[CH2:10][CH2:9][C@@:8]1([C@H:12]1[CH2:20][CH2:19][C@@:18]2([CH3:21])[C@@H:14]([CH2:15][CH2:16][C@:17]2([C:23]2[O:24][CH:25]=[CH:26][CH:27]=2)[OH:22])[C@@H:13]1[CH2:28][OH:29])[CH3:11])(=[O:34])[CH3:32]. (5) Given the reactants [Na].[C:2]([CH2:10][C:11]([O:19]C1C=CC=CC=1)([O:16][CH2:17][CH3:18])S([O-])(=O)=O)(CC(C)(C)C)(C)C.[Na+].FF.N#CN, predict the reaction product. The product is: [C:11]([OH:19])(=[O:16])[CH:10]=[CH2:2].[C:11]([O:16][CH2:17][CH3:18])(=[O:19])[CH:10]=[CH2:2].